Dataset: Reaction yield outcomes from USPTO patents with 853,638 reactions. Task: Predict the reaction yield, written as a fraction of the theoretical maximum amount of product (1.0 means a 100% yield; for example, 0.34 means a 34% yield). (1) The product is [N:1]1[CH:6]=[CH:5][C:4]([C:7]2[N:11]3[CH2:12][CH2:13][CH2:14][N:15]([CH2:17][C:18]4[O:22][C:21]([C:23]5[CH:24]=[C:25]([CH:28]=[CH:29][CH:30]=5)[C:26]#[N:27])=[N:20][N:19]=4)[C:10]3=[N:9][N:8]=2)=[CH:3][CH:2]=1. The yield is 0.160. The catalyst is CC(=O)CC. The reactants are [N:1]1[CH:6]=[CH:5][C:4]([C:7]2[N:11]3[CH2:12][CH2:13][CH2:14][NH:15][C:10]3=[N:9][N:8]=2)=[CH:3][CH:2]=1.Cl[CH2:17][C:18]1[O:22][C:21]([C:23]2[CH:24]=[C:25]([CH:28]=[CH:29][CH:30]=2)[C:26]#[N:27])=[N:20][N:19]=1.C([O-])([O-])=O.[K+].[K+]. (2) The reactants are [CH:1]([O:14][C:15]([C:17]1([O:20]/[N:21]=[C:22](/[C:26]2[N:27]=[C:28]([NH:31][C:32]([O:34][C:35]([CH3:38])([CH3:37])[CH3:36])=[O:33])[S:29][CH:30]=2)\[C:23](O)=[O:24])[CH2:19][CH2:18]1)=[O:16])([C:8]1[CH:13]=[CH:12][CH:11]=[CH:10][CH:9]=1)[C:2]1[CH:7]=[CH:6][CH:5]=[CH:4][CH:3]=1.CCN(C(C)C)C(C)C.CN(C(ON1N=NC2C=CC=NC1=2)=[N+](C)C)C.F[P-](F)(F)(F)(F)F.[NH2:72][C@H:73]1[C@@H:76]([CH2:77][OH:78])[NH:75][C:74]1=[O:79]. The catalyst is C(Cl)Cl.CN(C=O)C. The product is [C:35]([O:34][C:32]([NH:31][C:28]1[S:29][CH:30]=[C:26](/[C:22](=[N:21]/[O:20][C:17]2([C:15]([O:14][CH:1]([C:8]3[CH:13]=[CH:12][CH:11]=[CH:10][CH:9]=3)[C:2]3[CH:3]=[CH:4][CH:5]=[CH:6][CH:7]=3)=[O:16])[CH2:19][CH2:18]2)/[C:23]([NH:72][C@@H:73]2[C:74](=[O:79])[NH:75][C@@H:76]2[CH2:77][OH:78])=[O:24])[N:27]=1)=[O:33])([CH3:38])([CH3:36])[CH3:37]. The yield is 0.560. (3) The reactants are [CH3:1][N:2]1[CH2:7][CH2:6][N:5]2[N:8]=[C:9]([N+:11]([O-])=O)[CH:10]=[C:4]2[CH2:3]1. The catalyst is C(O)C. The product is [CH3:1][N:2]1[CH2:7][CH2:6][N:5]2[N:8]=[C:9]([NH2:11])[CH:10]=[C:4]2[CH2:3]1. The yield is 0.990. (4) The yield is 0.860. The reactants are CC1N=C(N2CCN(C3C=CC=CC=3)C2=O)SC=1C(OCC)=O.[NH:24]1[C:32]2[C:27](=[CH:28][CH:29]=[CH:30][CH:31]=2)[C:26]([CH2:33][CH2:34][N:35]2[CH2:39][CH2:38][N:37]([C:40]3[S:41][C:42]([C:46]([O:48]CC)=[O:47])=[C:43]([CH3:45])[N:44]=3)[C:36]2=[O:51])=[CH:25]1. The product is [NH:24]1[C:32]2[C:27](=[CH:28][CH:29]=[CH:30][CH:31]=2)[C:26]([CH2:33][CH2:34][N:35]2[CH2:39][CH2:38][N:37]([C:40]3[S:41][C:42]([C:46]([OH:48])=[O:47])=[C:43]([CH3:45])[N:44]=3)[C:36]2=[O:51])=[CH:25]1. No catalyst specified. (5) The reactants are [Br:1][C:2]1[CH:3]=[N:4][N:5]2[CH:10]=[CH:9][C:8]([CH:11](Br)[CH3:12])=[CH:7][C:6]=12.[CH3:14][NH:15][C:16]1[CH:21]=[CH:20][C:19]([CH3:22])=[CH:18][N:17]=1.C([O-])([O-])=O.[K+].[K+].O. The catalyst is C(#N)C. The product is [Br:1][C:2]1[CH:3]=[N:4][N:5]2[CH:10]=[CH:9][C:8]([CH:11]([N:15]([CH3:14])[C:16]3[CH:21]=[CH:20][C:19]([CH3:22])=[CH:18][N:17]=3)[CH3:12])=[CH:7][C:6]=12. The yield is 0.460. (6) The reactants are I[C:2]1[CH:3]=[C:4]2[N:10]=[CH:9][N:8]([CH2:11][C:12]3[CH:28]=[CH:27][C:15]4[N:16]=[C:17]([NH:19][C@@H:20]5[CH2:25][CH2:24][CH2:23][CH2:22][C@H:21]5[OH:26])[S:18][C:14]=4[CH:13]=3)[C:5]2=[N:6][CH:7]=1.[C:29]([Si:31]([CH3:34])([CH3:33])[CH3:32])#[CH:30].O. The catalyst is CN(C=O)C.[Cu]I.Cl[Pd](Cl)([P](C1C=CC=CC=1)(C1C=CC=CC=1)C1C=CC=CC=1)[P](C1C=CC=CC=1)(C1C=CC=CC=1)C1C=CC=CC=1. The product is [CH3:32][Si:31]([C:29]#[C:30][C:2]1[CH:3]=[C:4]2[N:10]=[CH:9][N:8]([CH2:11][C:12]3[CH:28]=[CH:27][C:15]4[N:16]=[C:17]([NH:19][C@@H:20]5[CH2:25][CH2:24][CH2:23][CH2:22][C@H:21]5[OH:26])[S:18][C:14]=4[CH:13]=3)[C:5]2=[N:6][CH:7]=1)([CH3:34])[CH3:33]. The yield is 0.700. (7) The reactants are [O:1]1[C:5]2[CH:6]=[CH:7][C:8]([C:10]3[N:14]([C:15]4[CH:20]=[CH:19][C:18]([C:21]#[N:22])=[CH:17][C:16]=4[CH3:23])[C:13]([CH2:24][CH2:25][C:26]([O:28]CC)=[O:27])=[CH:12][CH:11]=3)=[CH:9][C:4]=2[O:3][CH2:2]1.C(=O)([O-])[O-:32].[K+].[K+].OO.O. The catalyst is CS(C)=O. The product is [O:1]1[C:5]2[CH:6]=[CH:7][C:8]([C:10]3[N:14]([C:15]4[CH:20]=[CH:19][C:18]([C:21](=[O:32])[NH2:22])=[CH:17][C:16]=4[CH3:23])[C:13]([CH2:24][CH2:25][C:26]([OH:28])=[O:27])=[CH:12][CH:11]=3)=[CH:9][C:4]=2[O:3][CH2:2]1. The yield is 0.810.